Dataset: Catalyst prediction with 721,799 reactions and 888 catalyst types from USPTO. Task: Predict which catalyst facilitates the given reaction. Reactant: C(O[CH2:5][C:6]1[C:15]2[O:14][CH:13]([CH:16]([CH3:18])[CH3:17])[C:12](=[O:19])[NH:11][C:10]=2[CH:9]=[C:8]([O:20][CH3:21])[CH:7]=1)(=O)C. Product: [CH:16]([CH:13]1[C:12](=[O:19])[NH:11][C:10]2[CH:9]=[C:8]([O:20][CH3:21])[CH:7]=[C:6]([CH3:5])[C:15]=2[O:14]1)([CH3:18])[CH3:17]. The catalyst class is: 293.